From a dataset of Reaction yield outcomes from USPTO patents with 853,638 reactions. Predict the reaction yield, written as a fraction of the theoretical maximum amount of product (1.0 means a 100% yield; for example, 0.34 means a 34% yield). (1) No catalyst specified. The reactants are C([NH:5][S:6]([C:9]1[S:10][C:11]([C:14]2[CH:19]=[C:18]([C:20]3[CH:25]=[C:24]([C:26]([F:29])([F:28])[F:27])[CH:23]=[C:22]([C:30]4[CH:35]=[CH:34][C:33]([C:36]([F:39])([F:38])[F:37])=[CH:32][CH:31]=4)[N:21]=3)[CH:17]=[CH:16][N:15]=2)=[CH:12][CH:13]=1)(=[O:8])=[O:7])(C)(C)C.C(O)(C(F)(F)F)=O. The product is [F:29][C:26]([F:27])([F:28])[C:24]1[CH:23]=[C:22]([C:30]2[CH:35]=[CH:34][C:33]([C:36]([F:38])([F:39])[F:37])=[CH:32][CH:31]=2)[N:21]=[C:20]([C:18]2[CH:17]=[CH:16][N:15]=[C:14]([C:11]3[S:10][C:9]([S:6]([NH2:5])(=[O:8])=[O:7])=[CH:13][CH:12]=3)[CH:19]=2)[CH:25]=1. The yield is 0.600. (2) The reactants are [N:1]1[CH:6]=[CH:5][N:4]=[CH:3][C:2]=1[C:7]1[CH:12]=[CH:11][N:10]=[C:9]([NH:13][CH2:14][C:15]2[CH:23]=[CH:22][C:18]([C:19]([OH:21])=O)=[CH:17][CH:16]=2)[N:8]=1.[C:24]1([NH2:31])[CH:29]=[CH:28][CH:27]=[CH:26][C:25]=1[NH2:30].CCN(CC)CC.C1C=CC2N(O)N=NC=2C=1.O.CCN=C=NCCCN(C)C.Cl.Cl. The catalyst is C(#N)C. The product is [NH2:30][C:25]1[CH:26]=[CH:27][CH:28]=[CH:29][C:24]=1[NH:31][C:19](=[O:21])[C:18]1[CH:17]=[CH:16][C:15]([CH2:14][NH:13][C:9]2[N:8]=[C:7]([C:2]3[CH:3]=[N:4][CH:5]=[CH:6][N:1]=3)[CH:12]=[CH:11][N:10]=2)=[CH:23][CH:22]=1. The yield is 0.550. (3) The reactants are [CH3:1][O:2][C:3]1[CH:8]=[CH:7][C:6]([O:9][CH3:10])=[CH:5][C:4]=1[CH:11]1[CH2:15][CH2:14][CH2:13][CH:12]1[CH2:16][OH:17].CNC1C=CC=C(NC)N=1.C(N(CC)CC)C.[CH3:35][S:36](Cl)(=[O:38])=[O:37]. The catalyst is ClCCl. The product is [CH3:1][O:2][C:3]1[CH:8]=[CH:7][C:6]([O:9][CH3:10])=[CH:5][C:4]=1[CH:11]1[CH2:15][CH2:14][CH2:13][CH:12]1[CH2:16][O:17][S:36]([CH3:35])(=[O:38])=[O:37]. The yield is 1.00. (4) The product is [Br:18][C:2]1[CH:3]=[CH:4][C:5]2[O:6][C:7]3[CH:13]=[CH:12][CH:11]=[CH:10][C:8]=3[C:9]=2[CH:1]=1. The yield is 0.310. The reactants are [CH:1]1[C:9]2[C:8]3[CH:10]=[CH:11][CH:12]=[CH:13][C:7]=3[O:6][C:5]=2[CH:4]=[CH:3][CH:2]=1.C(O)(=O)C.[Br:18]Br. The catalyst is O. (5) The reactants are [F:1][CH:2]1[CH2:5][N:4]([C:6](=[O:42])[C@H:7]([NH:11][C:12]([C:14]2[C:22]3[C:17](=[N:18][CH:19]=[C:20]([C:23]4[C:31]5[C:26](=[CH:27][C:28]([Cl:32])=[CH:29][CH:30]=5)[N:25]([CH3:33])[N:24]=4)[N:21]=3)[N:16](COCC[Si](C)(C)C)[CH:15]=2)=[O:13])[CH2:8][O:9][CH3:10])[CH2:3]1.C(O)(C(F)(F)F)=O.C(N)CN. The catalyst is ClCCl. The product is [F:1][CH:2]1[CH2:3][N:4]([C:6](=[O:42])[C@H:7]([NH:11][C:12]([C:14]2[C:22]3[C:17](=[N:18][CH:19]=[C:20]([C:23]4[C:31]5[C:26](=[CH:27][C:28]([Cl:32])=[CH:29][CH:30]=5)[N:25]([CH3:33])[N:24]=4)[N:21]=3)[NH:16][CH:15]=2)=[O:13])[CH2:8][O:9][CH3:10])[CH2:5]1. The yield is 0.640. (6) The reactants are [CH3:1][C:2]1[CH:7]=[CH:6][C:5](/[CH:8]=[CH:9]/[C:10]([O:12][CH2:13][CH3:14])=[O:11])=[C:4]([N+:15]([O-])=O)[CH:3]=1.[Cl-].[NH4+]. The catalyst is C(O)C.O.[Fe]. The product is [NH2:15][C:4]1[CH:3]=[C:2]([CH3:1])[CH:7]=[CH:6][C:5]=1/[CH:8]=[CH:9]/[C:10]([O:12][CH2:13][CH3:14])=[O:11]. The yield is 0.960. (7) The reactants are Br[C:2]1[CH:3]=[C:4]([NH:10][C:11]2[CH:16]=[CH:15][C:14]([N:17]3[CH2:22][CH2:21][N:20]([CH:23]4[CH2:26][O:25][CH2:24]4)[CH2:19][C:18]3([CH3:28])[CH3:27])=[CH:13][N:12]=2)[C:5](=[O:9])[N:6]([CH3:8])[CH:7]=1.[C:29]([O:32][CH2:33][C:34]1[C:39](B2OC(C)(C)C(C)(C)O2)=[CH:38][C:37]([F:49])=[CH:36][C:35]=1[N:50]1[CH2:62][CH2:61][N:53]2[C:54]3[CH2:55][CH2:56][CH2:57][CH2:58][C:59]=3[CH:60]=[C:52]2[C:51]1=[O:63])(=[O:31])[CH3:30].[O-]P([O-])([O-])=O.[K+].[K+].[K+].C([O-])(=O)C.[Na+]. The catalyst is C1C=CC(P(C2C=CC=CC=2)[C-]2C=CC=C2)=CC=1.C1C=CC(P(C2C=CC=CC=2)[C-]2C=CC=C2)=CC=1.Cl[Pd]Cl.[Fe+2].O.C(#N)C. The product is [C:29]([O:32][CH2:33][C:34]1[C:35]([N:50]2[CH2:62][CH2:61][N:53]3[C:54]4[CH2:55][CH2:56][CH2:57][CH2:58][C:59]=4[CH:60]=[C:52]3[C:51]2=[O:63])=[CH:36][C:37]([F:49])=[CH:38][C:39]=1[C:2]1[CH:3]=[C:4]([NH:10][C:11]2[CH:16]=[CH:15][C:14]([N:17]3[CH2:22][CH2:21][N:20]([CH:23]4[CH2:24][O:25][CH2:26]4)[CH2:19][C:18]3([CH3:27])[CH3:28])=[CH:13][N:12]=2)[C:5](=[O:9])[N:6]([CH3:8])[CH:7]=1)(=[O:31])[CH3:30]. The yield is 0.290.